Regression. Given a peptide amino acid sequence and an MHC pseudo amino acid sequence, predict their binding affinity value. This is MHC class II binding data. From a dataset of Peptide-MHC class II binding affinity with 134,281 pairs from IEDB. The peptide sequence is CYKLEHPVTGCGE. The MHC is DRB1_0401 with pseudo-sequence DRB1_0401. The binding affinity (normalized) is 0.414.